This data is from NCI-60 drug combinations with 297,098 pairs across 59 cell lines. The task is: Regression. Given two drug SMILES strings and cell line genomic features, predict the synergy score measuring deviation from expected non-interaction effect. (1) Drug 1: CC1OCC2C(O1)C(C(C(O2)OC3C4COC(=O)C4C(C5=CC6=C(C=C35)OCO6)C7=CC(=C(C(=C7)OC)O)OC)O)O. Drug 2: C1=CC(=CC=C1CCCC(=O)O)N(CCCl)CCCl. Cell line: BT-549. Synergy scores: CSS=40.0, Synergy_ZIP=-1.44, Synergy_Bliss=0.674, Synergy_Loewe=0.727, Synergy_HSA=6.19. (2) Drug 1: CC1=C(C=C(C=C1)NC2=NC=CC(=N2)N(C)C3=CC4=NN(C(=C4C=C3)C)C)S(=O)(=O)N.Cl. Drug 2: CN(C)C1=NC(=NC(=N1)N(C)C)N(C)C. Cell line: OVCAR-5. Synergy scores: CSS=-4.30, Synergy_ZIP=2.34, Synergy_Bliss=1.10, Synergy_Loewe=-3.71, Synergy_HSA=-3.37. (3) Drug 1: C1=CC(=CC=C1C#N)C(C2=CC=C(C=C2)C#N)N3C=NC=N3. Drug 2: CC1=C2C(C(=O)C3(C(CC4C(C3C(C(C2(C)C)(CC1OC(=O)C(C(C5=CC=CC=C5)NC(=O)OC(C)(C)C)O)O)OC(=O)C6=CC=CC=C6)(CO4)OC(=O)C)O)C)O. Cell line: UACC62. Synergy scores: CSS=-7.54, Synergy_ZIP=3.86, Synergy_Bliss=1.26, Synergy_Loewe=-10.6, Synergy_HSA=-11.6. (4) Drug 1: CN1CCC(CC1)COC2=C(C=C3C(=C2)N=CN=C3NC4=C(C=C(C=C4)Br)F)OC. Drug 2: C1=CC=C(C=C1)NC(=O)CCCCCCC(=O)NO. Cell line: NCI-H522. Synergy scores: CSS=37.1, Synergy_ZIP=-1.91, Synergy_Bliss=8.21, Synergy_Loewe=3.97, Synergy_HSA=8.72. (5) Drug 2: B(C(CC(C)C)NC(=O)C(CC1=CC=CC=C1)NC(=O)C2=NC=CN=C2)(O)O. Cell line: SK-MEL-28. Drug 1: CC12CCC(CC1=CCC3C2CCC4(C3CC=C4C5=CN=CC=C5)C)O. Synergy scores: CSS=2.57, Synergy_ZIP=2.05, Synergy_Bliss=5.38, Synergy_Loewe=1.26, Synergy_HSA=1.33. (6) Drug 1: CC1=CC2C(CCC3(C2CCC3(C(=O)C)OC(=O)C)C)C4(C1=CC(=O)CC4)C. Drug 2: C(CN)CNCCSP(=O)(O)O. Cell line: MOLT-4. Synergy scores: CSS=-0.726, Synergy_ZIP=-0.916, Synergy_Bliss=0.408, Synergy_Loewe=-5.46, Synergy_HSA=-2.45.